Dataset: NCI-60 drug combinations with 297,098 pairs across 59 cell lines. Task: Regression. Given two drug SMILES strings and cell line genomic features, predict the synergy score measuring deviation from expected non-interaction effect. (1) Drug 1: CNC(=O)C1=CC=CC=C1SC2=CC3=C(C=C2)C(=NN3)C=CC4=CC=CC=N4. Drug 2: CN(C)N=NC1=C(NC=N1)C(=O)N. Cell line: UACC-257. Synergy scores: CSS=-6.89, Synergy_ZIP=3.09, Synergy_Bliss=-2.21, Synergy_Loewe=-9.47, Synergy_HSA=-8.06. (2) Drug 1: CC1=C2C(C(=O)C3(C(CC4C(C3C(C(C2(C)C)(CC1OC(=O)C(C(C5=CC=CC=C5)NC(=O)OC(C)(C)C)O)O)OC(=O)C6=CC=CC=C6)(CO4)OC(=O)C)OC)C)OC. Drug 2: C1CC(C1)(C(=O)O)C(=O)O.[NH2-].[NH2-].[Pt+2]. Cell line: SNB-19. Synergy scores: CSS=56.7, Synergy_ZIP=-1.74, Synergy_Bliss=-2.74, Synergy_Loewe=-0.359, Synergy_HSA=2.94. (3) Drug 1: CC(CN1CC(=O)NC(=O)C1)N2CC(=O)NC(=O)C2. Drug 2: C1=NC2=C(N1)C(=S)N=C(N2)N. Cell line: HCT-15. Synergy scores: CSS=51.4, Synergy_ZIP=-7.80, Synergy_Bliss=-4.22, Synergy_Loewe=-13.8, Synergy_HSA=-0.160. (4) Drug 2: C1=NNC2=C1C(=O)NC=N2. Drug 1: C#CCC(CC1=CN=C2C(=N1)C(=NC(=N2)N)N)C3=CC=C(C=C3)C(=O)NC(CCC(=O)O)C(=O)O. Cell line: OVCAR-8. Synergy scores: CSS=4.34, Synergy_ZIP=0.252, Synergy_Bliss=5.66, Synergy_Loewe=1.08, Synergy_HSA=2.86. (5) Drug 1: CN(C)C1=NC(=NC(=N1)N(C)C)N(C)C. Drug 2: C1CCC(C(C1)N)N.C(=O)(C(=O)[O-])[O-].[Pt+4]. Cell line: T-47D. Synergy scores: CSS=0.712, Synergy_ZIP=-0.331, Synergy_Bliss=-0.00432, Synergy_Loewe=-10.2, Synergy_HSA=-3.98. (6) Drug 1: C1=NC2=C(N=C(N=C2N1C3C(C(C(O3)CO)O)O)F)N. Drug 2: CC1C(C(CC(O1)OC2CC(OC(C2O)C)OC3=CC4=CC5=C(C(=O)C(C(C5)C(C(=O)C(C(C)O)O)OC)OC6CC(C(C(O6)C)O)OC7CC(C(C(O7)C)O)OC8CC(C(C(O8)C)O)(C)O)C(=C4C(=C3C)O)O)O)O. Cell line: SW-620. Synergy scores: CSS=46.5, Synergy_ZIP=-0.106, Synergy_Bliss=0.407, Synergy_Loewe=-18.6, Synergy_HSA=-1.24. (7) Drug 1: C1CC(=O)NC(=O)C1N2C(=O)C3=CC=CC=C3C2=O. Drug 2: CN(C(=O)NC(C=O)C(C(C(CO)O)O)O)N=O. Cell line: SNB-75. Synergy scores: CSS=-8.26, Synergy_ZIP=-5.39, Synergy_Bliss=-26.0, Synergy_Loewe=-29.1, Synergy_HSA=-35.3. (8) Drug 1: CC1=C(C=C(C=C1)C(=O)NC2=CC(=CC(=C2)C(F)(F)F)N3C=C(N=C3)C)NC4=NC=CC(=N4)C5=CN=CC=C5. Drug 2: CC1=C(C(=CC=C1)Cl)NC(=O)C2=CN=C(S2)NC3=CC(=NC(=N3)C)N4CCN(CC4)CCO. Cell line: OVCAR-5. Synergy scores: CSS=-1.08, Synergy_ZIP=1.31, Synergy_Bliss=0.0400, Synergy_Loewe=-9.28, Synergy_HSA=-8.00. (9) Drug 1: CC12CCC(CC1=CCC3C2CCC4(C3CC=C4C5=CN=CC=C5)C)O. Drug 2: CC1C(C(CC(O1)OC2CC(CC3=C2C(=C4C(=C3O)C(=O)C5=CC=CC=C5C4=O)O)(C(=O)C)O)N)O. Cell line: SK-MEL-5. Synergy scores: CSS=50.3, Synergy_ZIP=-1.72, Synergy_Bliss=0.467, Synergy_Loewe=-33.3, Synergy_HSA=-0.590.